From a dataset of Catalyst prediction with 721,799 reactions and 888 catalyst types from USPTO. Predict which catalyst facilitates the given reaction. (1) Reactant: [CH3:1][NH2:2].O1CCCC1.[CH2:8]=O.CO[C:12](=[O:29])[C:13]([OH:28])=[CH:14][C:15](=[O:27])[N:16]([CH2:18][C:19]1[CH:24]=[CH:23][C:22]([Cl:25])=[C:21]([Cl:26])[CH:20]=1)[CH3:17]. Product: [Cl:26][C:21]1[CH:20]=[C:19]([CH:24]=[CH:23][C:22]=1[Cl:25])[CH2:18][N:16]([CH3:17])[C:15]([C:14]1[CH2:1][N:2]([CH3:8])[C:12](=[O:29])[C:13]=1[OH:28])=[O:27]. The catalyst class is: 8. (2) Reactant: [NH2:1][C:2]1[C:10]([Cl:11])=[CH:9][C:5]([C:6]([OH:8])=O)=[C:4]([O:12][CH3:13])[CH:3]=1.CN1CCOCC1.ClC(OCC(C)C)=O.C(O)(=O)CC(CC(O)=O)(C(O)=O)O.[N:42]1([CH2:47][CH2:48][CH2:49][N:50]2[CH2:55][CH2:54][CH:53]([CH2:56][NH2:57])[CH2:52][CH2:51]2)[CH:46]=[CH:45][N:44]=[N:43]1. Product: [N:42]1([CH2:47][CH2:48][CH2:49][N:50]2[CH2:51][CH2:52][CH:53]([CH2:56][NH:57][C:6](=[O:8])[C:5]3[CH:9]=[C:10]([Cl:11])[C:2]([NH2:1])=[CH:3][C:4]=3[O:12][CH3:13])[CH2:54][CH2:55]2)[CH:46]=[CH:45][N:44]=[N:43]1. The catalyst class is: 884. (3) Reactant: Br[CH2:2][CH2:3][CH3:4].C(N(C(C)C)C(C)C)C.[Cl:14][C:15]1[CH:20]=[CH:19][C:18]([C:21]2[CH:22]=[CH:23][C:24]([C:27]#[C:28][C:29]3[CH:34]=[CH:33][C:32](/[C:35](/[CH3:44])=[CH:36]/[C@H:37]([NH:39][CH2:40][CH:41]4[CH2:43][CH2:42]4)[CH3:38])=[CH:31][CH:30]=3)=[N:25][CH:26]=2)=[CH:17][CH:16]=1. Product: [Cl:14][C:15]1[CH:20]=[CH:19][C:18]([C:21]2[CH:22]=[CH:23][C:24]([C:27]#[C:28][C:29]3[CH:30]=[CH:31][C:32](/[C:35](/[CH3:44])=[CH:36]/[C@H:37]([N:39]([CH2:40][CH:41]4[CH2:43][CH2:42]4)[CH2:2][CH2:3][CH3:4])[CH3:38])=[CH:33][CH:34]=3)=[N:25][CH:26]=2)=[CH:17][CH:16]=1. The catalyst class is: 3.